Dataset: Peptide-MHC class II binding affinity with 134,281 pairs from IEDB. Task: Regression. Given a peptide amino acid sequence and an MHC pseudo amino acid sequence, predict their binding affinity value. This is MHC class II binding data. (1) The peptide sequence is GIKQLQARVLAVERYLK. The MHC is H-2-IAd with pseudo-sequence H-2-IAd. The binding affinity (normalized) is 0.710. (2) The peptide sequence is DRWLDLRYVGPASAD. The MHC is HLA-DPA10201-DPB11401 with pseudo-sequence HLA-DPA10201-DPB11401. The binding affinity (normalized) is 0.163. (3) The peptide sequence is EHGSDEWVAMTKGEG. The MHC is DRB1_1602 with pseudo-sequence DRB1_1602. The binding affinity (normalized) is 0.263. (4) The peptide sequence is EKKYFAGTQFEPLAA. The MHC is DRB1_0701 with pseudo-sequence DRB1_0701. The binding affinity (normalized) is 0.834. (5) The peptide sequence is HDGRGGAGGGMQRFA. The MHC is DRB1_1101 with pseudo-sequence DRB1_1101. The binding affinity (normalized) is 0.137. (6) The peptide sequence is AFWVAATAANAAPAN. The MHC is HLA-DPA10103-DPB10301 with pseudo-sequence HLA-DPA10103-DPB10301. The binding affinity (normalized) is 0.439. (7) The peptide sequence is GANYFLQISRVNDLN. The MHC is HLA-DPA10201-DPB10101 with pseudo-sequence HLA-DPA10201-DPB10101. The binding affinity (normalized) is 0.654. (8) The peptide sequence is QKTKQIGNRPGPSRG. The MHC is HLA-DQA10601-DQB10402 with pseudo-sequence HLA-DQA10601-DQB10402. The binding affinity (normalized) is 0. (9) The peptide sequence is QEVFKAIQSLKTTEV. The MHC is DRB3_0101 with pseudo-sequence DRB3_0101. The binding affinity (normalized) is 0.330.